Dataset: Full USPTO retrosynthesis dataset with 1.9M reactions from patents (1976-2016). Task: Predict the reactants needed to synthesize the given product. (1) Given the product [Br:1][C:2]1[CH:3]=[CH:4][C:5](=[O:8])[N:6]([CH2:14][CH2:15][O:16][C:17]2[C:26]3[C:21](=[CH:22][C:23]([O:27][CH3:28])=[CH:24][CH:25]=3)[N:20]=[CH:19][CH:18]=2)[CH:7]=1, predict the reactants needed to synthesize it. The reactants are: [Br:1][C:2]1[CH:3]=[CH:4][C:5](=[O:8])[NH:6][CH:7]=1.[H-].[Na+].[Li+].[Br-].Br[CH2:14][CH2:15][O:16][C:17]1[C:26]2[C:21](=[CH:22][C:23]([O:27][CH3:28])=[CH:24][CH:25]=2)[N:20]=[CH:19][CH:18]=1. (2) Given the product [N+:32]([C:35]1[CH:40]=[CH:39][C:38]([O:1][C:2]2[CH:3]=[C:4]([CH:19]=[CH:20][CH:21]=2)[CH2:5][NH:6][C:7]([C:9]2[CH:10]=[C:11]3[C:16](=[CH:17][CH:18]=2)[N:15]=[CH:14][CH:13]=[CH:12]3)=[O:8])=[CH:37][CH:36]=1)([O-:34])=[O:33], predict the reactants needed to synthesize it. The reactants are: [OH:1][C:2]1[CH:3]=[C:4]([CH:19]=[CH:20][CH:21]=1)[CH2:5][NH:6][C:7]([C:9]1[CH:10]=[C:11]2[C:16](=[CH:17][CH:18]=1)[N:15]=[CH:14][CH:13]=[CH:12]2)=[O:8].ClCCl.C(N(CC)CC)C.[N+:32]([C:35]1[CH:40]=[CH:39][C:38](B(O)O)=[CH:37][CH:36]=1)([O-:34])=[O:33]. (3) Given the product [C:1]([C:4]1[CH:13]([C:14]2[CH:15]=[CH:16][C:17]([C:18]#[N:19])=[CH:20][CH:21]=2)[C:12]2[C:7](=[CH:8][CH:9]=[N:10][C:11]=2[O:22][CH:27]([CH3:29])[CH3:28])[NH:6][C:5]=1[CH3:23])(=[O:3])[CH3:2], predict the reactants needed to synthesize it. The reactants are: [C:1]([C:4]1[CH:13]([C:14]2[CH:21]=[CH:20][C:17]([C:18]#[N:19])=[CH:16][CH:15]=2)[C:12]2[C:11](=[O:22])[NH:10][CH:9]=[CH:8][C:7]=2[NH:6][C:5]=1[CH3:23])(=[O:3])[CH3:2].[H-].[Na+].I[CH:27]([CH3:29])[CH3:28].CO. (4) Given the product [F:1][C:2]1[CH:3]=[C:4]([CH:5]=[CH:6][CH:7]=1)[O:8][CH2:35][CH:21]1[CH2:22][CH:23]([C:25]2[CH:30]=[CH:29][C:28]([C:31]([F:34])([F:33])[F:32])=[CH:27][CH:26]=2)[CH2:24][N:19]([C:17]([N:11]2[CH2:16][CH2:15][O:14][CH2:13][CH2:12]2)=[O:18])[CH2:20]1, predict the reactants needed to synthesize it. The reactants are: [F:1][C:2]1[CH:3]=[C:4]([OH:8])[CH:5]=[CH:6][CH:7]=1.[H-].[Na+].[N:11]1([C:17]([N:19]2[CH2:24][CH:23]([C:25]3[CH:30]=[CH:29][C:28]([C:31]([F:34])([F:33])[F:32])=[CH:27][CH:26]=3)[CH2:22][CH:21]([CH2:35]S([O-])(=O)=O)[CH2:20]2)=[O:18])[CH2:16][CH2:15][O:14][CH2:13][CH2:12]1.O. (5) Given the product [N:1]1([CH2:6][CH2:7][CH2:8][O:9][C:10]2[CH:11]=[CH:12][C:13]([C:16]3([CH2:22][N:24]4[CH2:32][CH2:31][CH:27]([C:28]([NH2:30])=[O:29])[CH2:26][CH2:25]4)[CH2:17][CH2:18][O:19][CH2:20][CH2:21]3)=[CH:14][CH:15]=2)[CH2:2][CH2:3][CH2:4][CH2:5]1, predict the reactants needed to synthesize it. The reactants are: [N:1]1([CH2:6][CH2:7][CH2:8][O:9][C:10]2[CH:15]=[CH:14][C:13]([C:16]3([CH:22]=O)[CH2:21][CH2:20][O:19][CH2:18][CH2:17]3)=[CH:12][CH:11]=2)[CH2:5][CH2:4][CH2:3][CH2:2]1.[NH:24]1[CH2:32][CH2:31][CH:27]([C:28]([NH2:30])=[O:29])[CH2:26][CH2:25]1. (6) Given the product [F:27][C:28]([F:39])([F:38])[C:29]1[CH:34]=[CH:33][C:32]([C:2]2[CH:7]=[CH:6][C:5]([C:8]3[C:12]4[CH2:13][C:14]5[S:15][CH:16]=[CH:17][C:18]=5[C:11]=4[N:10]([CH2:19][O:20][CH2:21][CH2:22][Si:23]([CH3:25])([CH3:24])[CH3:26])[N:9]=3)=[CH:4][CH:3]=2)=[CH:31][CH:30]=1, predict the reactants needed to synthesize it. The reactants are: Br[C:2]1[CH:7]=[CH:6][C:5]([C:8]2[C:12]3[CH2:13][C:14]4[S:15][CH:16]=[CH:17][C:18]=4[C:11]=3[N:10]([CH2:19][O:20][CH2:21][CH2:22][Si:23]([CH3:26])([CH3:25])[CH3:24])[N:9]=2)=[CH:4][CH:3]=1.[F:27][C:28]([F:39])([F:38])[C:29]1[CH:34]=[CH:33][C:32](B(O)O)=[CH:31][CH:30]=1.C([O-])([O-])=O.[Na+].[Na+].